The task is: Predict the reactants needed to synthesize the given product.. This data is from Full USPTO retrosynthesis dataset with 1.9M reactions from patents (1976-2016). (1) Given the product [C:14]([C:12]1[CH:13]=[C:8]([NH:7][C:4]([CH:1]2[CH2:3][CH2:2]2)=[O:5])[C:9]([O:49][CH3:50])=[C:10]([NH:18][C:19]([C:21]2[CH:22]=[CH:23][C:24]([CH3:48])=[C:25]([CH:47]=2)[O:26][C:27]2[CH:32]=[CH:31][N:30]=[C:29]([CH2:33][CH:34]3[CH2:35][CH2:36][N:37]([C:40]([O:42][C:43]([CH3:44])([CH3:45])[CH3:46])=[O:41])[CH2:38][CH2:39]3)[CH:28]=2)=[O:20])[CH:11]=1)([CH3:15])([CH3:16])[CH3:17], predict the reactants needed to synthesize it. The reactants are: [CH:1]1([C:4](Cl)=[O:5])[CH2:3][CH2:2]1.[NH2:7][C:8]1[C:9]([O:49][CH3:50])=[C:10]([NH:18][C:19]([C:21]2[CH:22]=[CH:23][C:24]([CH3:48])=[C:25]([CH:47]=2)[O:26][C:27]2[CH:32]=[CH:31][N:30]=[C:29]([CH2:33][CH:34]3[CH2:39][CH2:38][N:37]([C:40]([O:42][C:43]([CH3:46])([CH3:45])[CH3:44])=[O:41])[CH2:36][CH2:35]3)[CH:28]=2)=[O:20])[CH:11]=[C:12]([C:14]([CH3:17])([CH3:16])[CH3:15])[CH:13]=1.C(N(CC)CC)C.O. (2) Given the product [Cl:1][C:2]1[N:7]=[CH:6][N:5]=[C:4]([C:8]([N:11]2[C:19]3[C:14](=[CH:15][CH:16]=[CH:17][CH:18]=3)[CH2:13][CH2:12]2)=[O:9])[CH:3]=1, predict the reactants needed to synthesize it. The reactants are: [Cl:1][C:2]1[N:7]=[CH:6][N:5]=[C:4]([C:8](Cl)=[O:9])[CH:3]=1.[NH:11]1[C:19]2[C:14](=[CH:15][CH:16]=[CH:17][CH:18]=2)[CH2:13][CH2:12]1.[OH-].[Na+].C(=O)([O-])O.[Na+]. (3) Given the product [ClH:17].[CH3:7][C:6]([NH2:9])([C:3]1[N:4]=[CH:5][O:1][N:2]=1)[CH3:8], predict the reactants needed to synthesize it. The reactants are: [O:1]1[CH:5]=[N:4][C:3]([C:6]([NH:9]C(=O)OC(C)(C)C)([CH3:8])[CH3:7])=[N:2]1.[ClH:17]. (4) Given the product [CH3:11][S:8]([C:5]1[CH:6]=[CH:7][C:2]([C:31]#[C:30][Si:32]([CH3:35])([CH3:34])[CH3:33])=[C:3]([C:12]([N:14]2[CH2:19][CH2:18][N:17]([C:20]3[CH:25]=[CH:24][C:23]([C:26]([F:29])([F:28])[F:27])=[CH:22][CH:21]=3)[CH2:16][CH2:15]2)=[O:13])[CH:4]=1)(=[O:10])=[O:9], predict the reactants needed to synthesize it. The reactants are: I[C:2]1[CH:7]=[CH:6][C:5]([S:8]([CH3:11])(=[O:10])=[O:9])=[CH:4][C:3]=1[C:12]([N:14]1[CH2:19][CH2:18][N:17]([C:20]2[CH:25]=[CH:24][C:23]([C:26]([F:29])([F:28])[F:27])=[CH:22][CH:21]=2)[CH2:16][CH2:15]1)=[O:13].[C:30]([Si:32]([CH3:35])([CH3:34])[CH3:33])#[CH:31]. (5) Given the product [C:19]([O:11][CH:8]([C:7]1[C:2]([F:1])=[N:3][CH:4]=[CH:5][CH:6]=1)[CH2:9][CH3:10])(=[O:21])[CH3:20], predict the reactants needed to synthesize it. The reactants are: [F:1][C:2]1[C:7]([CH:8]([OH:11])[CH2:9][CH3:10])=[CH:6][CH:5]=[CH:4][N:3]=1.S(=O)(=O)(O)O.[OH-].[Na+].[C:19](O)(=[O:21])[CH3:20]. (6) Given the product [F:46][C:37]1[CH:38]=[CH:39][CH:40]=[C:41]([C:42]([F:45])([F:44])[F:43])[C:36]=1[CH2:35][N:12]1[C:13]2[CH2:34][O:33][C:17]3([CH2:22][CH2:21][N:20]([CH2:23][C:24]4[O:25][C:26]([C:29]([F:30])([F:31])[F:32])=[CH:27][CH:28]=4)[CH2:19][CH2:18]3)[C:14]=2[C:15](=[O:16])[N:10]([CH2:9][CH:8]([NH:48][C:49](=[O:55])[O:50][C:51]([CH3:52])([CH3:54])[CH3:53])[C:4]2[CH:5]=[CH:6][CH:7]=[C:2]([NH:1][C:61]([NH:58][O:76][CH3:75])=[O:62])[CH:3]=2)[C:11]1=[O:47], predict the reactants needed to synthesize it. The reactants are: [NH2:1][C:2]1[CH:3]=[C:4]([CH:8]([NH:48][C:49](=[O:55])[O:50][C:51]([CH3:54])([CH3:53])[CH3:52])[CH2:9][N:10]2[C:15](=[O:16])[C:14]3[C:17]4([O:33][CH2:34][C:13]=3[N:12]([CH2:35][C:36]3[C:41]([C:42]([F:45])([F:44])[F:43])=[CH:40][CH:39]=[CH:38][C:37]=3[F:46])[C:11]2=[O:47])[CH2:22][CH2:21][N:20]([CH2:23][C:24]2[O:25][C:26]([C:29]([F:32])([F:31])[F:30])=[CH:27][CH:28]=2)[CH2:19][CH2:18]4)[CH:5]=[CH:6][CH:7]=1.C1N=C[N:58]([C:61](N2C=NC=C2)=[O:62])C=1.C(N(CC)CC)C.[CH3:75][O:76]N.Cl.C(=O)(O)[O-].[Na+].